From a dataset of NCI-60 drug combinations with 297,098 pairs across 59 cell lines. Regression. Given two drug SMILES strings and cell line genomic features, predict the synergy score measuring deviation from expected non-interaction effect. (1) Drug 1: CC12CCC3C(C1CCC2OP(=O)(O)O)CCC4=C3C=CC(=C4)OC(=O)N(CCCl)CCCl.[Na+]. Drug 2: CC1C(C(CC(O1)OC2CC(CC3=C2C(=C4C(=C3O)C(=O)C5=CC=CC=C5C4=O)O)(C(=O)C)O)N)O. Cell line: HCC-2998. Synergy scores: CSS=61.3, Synergy_ZIP=5.03, Synergy_Bliss=6.87, Synergy_Loewe=-36.3, Synergy_HSA=6.65. (2) Drug 1: CC1OCC2C(O1)C(C(C(O2)OC3C4COC(=O)C4C(C5=CC6=C(C=C35)OCO6)C7=CC(=C(C(=C7)OC)O)OC)O)O. Drug 2: CCC(=C(C1=CC=CC=C1)C2=CC=C(C=C2)OCCN(C)C)C3=CC=CC=C3.C(C(=O)O)C(CC(=O)O)(C(=O)O)O. Cell line: SK-MEL-28. Synergy scores: CSS=10.3, Synergy_ZIP=0.277, Synergy_Bliss=5.10, Synergy_Loewe=-6.41, Synergy_HSA=3.01. (3) Drug 1: C1C(C(OC1N2C=NC3=C(N=C(N=C32)Cl)N)CO)O. Drug 2: CN1C(=O)N2C=NC(=C2N=N1)C(=O)N. Cell line: SF-268. Synergy scores: CSS=4.65, Synergy_ZIP=-4.90, Synergy_Bliss=-1.01, Synergy_Loewe=-9.47, Synergy_HSA=-1.88. (4) Drug 1: C1CCC(CC1)NC(=O)N(CCCl)N=O. Drug 2: CC1=CC=C(C=C1)C2=CC(=NN2C3=CC=C(C=C3)S(=O)(=O)N)C(F)(F)F. Cell line: HOP-92. Synergy scores: CSS=12.7, Synergy_ZIP=-7.45, Synergy_Bliss=-11.3, Synergy_Loewe=-11.5, Synergy_HSA=-9.21. (5) Drug 1: CC1=C(N=C(N=C1N)C(CC(=O)N)NCC(C(=O)N)N)C(=O)NC(C(C2=CN=CN2)OC3C(C(C(C(O3)CO)O)O)OC4C(C(C(C(O4)CO)O)OC(=O)N)O)C(=O)NC(C)C(C(C)C(=O)NC(C(C)O)C(=O)NCCC5=NC(=CS5)C6=NC(=CS6)C(=O)NCCC[S+](C)C)O. Drug 2: CC1CCCC2(C(O2)CC(NC(=O)CC(C(C(=O)C(C1O)C)(C)C)O)C(=CC3=CSC(=N3)C)C)C. Cell line: NCI-H322M. Synergy scores: CSS=30.6, Synergy_ZIP=0.0975, Synergy_Bliss=-2.15, Synergy_Loewe=-22.0, Synergy_HSA=-2.63. (6) Drug 1: CN(C)C1=NC(=NC(=N1)N(C)C)N(C)C. Drug 2: CC1=C(C(CCC1)(C)C)C=CC(=CC=CC(=CC(=O)O)C)C. Cell line: HCT-15. Synergy scores: CSS=-5.00, Synergy_ZIP=0.722, Synergy_Bliss=-2.43, Synergy_Loewe=-6.93, Synergy_HSA=-6.01. (7) Drug 1: C1CC(=O)NC(=O)C1N2CC3=C(C2=O)C=CC=C3N. Drug 2: C1CN(CCN1C(=O)CCBr)C(=O)CCBr. Cell line: CAKI-1. Synergy scores: CSS=28.4, Synergy_ZIP=-4.98, Synergy_Bliss=-3.80, Synergy_Loewe=-2.85, Synergy_HSA=0.222. (8) Drug 1: CC1=C(C(CCC1)(C)C)C=CC(=CC=CC(=CC(=O)O)C)C. Drug 2: CC(C)CN1C=NC2=C1C3=CC=CC=C3N=C2N. Cell line: HL-60(TB). Synergy scores: CSS=51.2, Synergy_ZIP=0.311, Synergy_Bliss=-0.695, Synergy_Loewe=-2.32, Synergy_HSA=-1.24.